Predict which catalyst facilitates the given reaction. From a dataset of Catalyst prediction with 721,799 reactions and 888 catalyst types from USPTO. (1) Reactant: Cl[C:2]1[C:11]([N:12]([CH3:16])[CH:13]([CH3:15])[CH3:14])=[N:10][C:9]2[C:4](=[CH:5][CH:6]=[C:7]([C:17]([O:19][CH3:20])=[O:18])[CH:8]=2)[N:3]=1.[S:21]1[C:25]2[CH:26]=[CH:27][CH:28]=[CH:29][C:24]=2[N:23]=[CH:22]1.C(O[K])(C)=O. Product: [S:21]1[C:25]2[CH:26]=[CH:27][CH:28]=[CH:29][C:24]=2[N:23]=[C:22]1[C:2]1[C:11]([N:12]([CH3:16])[CH:13]([CH3:15])[CH3:14])=[N:10][C:9]2[C:4](=[CH:5][CH:6]=[C:7]([C:17]([O:19][CH3:20])=[O:18])[CH:8]=2)[N:3]=1. The catalyst class is: 73. (2) Reactant: [CH3:1][C:2]1[CH:6]=[C:5]([CH3:7])[O:4][N:3]=1.C([Li])CCC.[CH:13]1([C:16]2[N:20](C(OC(C)(C)C)=O)[C:19]3[CH:28]=[C:29]([C:40]4[C:41]([CH3:46])=[N:42][O:43][C:44]=4[CH3:45])[CH:30]=[C:31]([C:32](=[O:39])[C:33]4[CH:38]=[CH:37][CH:36]=[N:35][CH:34]=4)[C:18]=3[N:17]=2)[CH2:15][CH2:14]1.O. Product: [CH:13]1([C:16]2[NH:20][C:19]3[CH:28]=[C:29]([C:40]4[C:41]([CH3:46])=[N:42][O:43][C:44]=4[CH3:45])[CH:30]=[C:31]([C:32]([C:6]4[C:2]([CH3:1])=[N:3][O:4][C:5]=4[CH3:7])([C:33]4[CH:34]=[N:35][CH:36]=[CH:37][CH:38]=4)[OH:39])[C:18]=3[N:17]=2)[CH2:14][CH2:15]1. The catalyst class is: 49. (3) The catalyst class is: 17. Reactant: [F:1][C:2]([F:15])([F:14])[S:3]([O:6]S(C(F)(F)F)(=O)=O)(=[O:5])=[O:4].O[C:17]1[CH:22]=[CH:21][C:20]([C:23]2[N:28]([CH3:29])[C:27](=[O:30])[N:26]([CH2:31][O:32][CH2:33][CH2:34][Si:35]([CH3:38])([CH3:37])[CH3:36])[C:25](=[O:39])[C:24]=2[CH3:40])=[C:19]([CH3:41])[CH:18]=1. Product: [F:1][C:2]([F:15])([F:14])[S:3]([O:6][C:17]1[CH:22]=[CH:21][C:20]([C:23]2[N:28]([CH3:29])[C:27](=[O:30])[N:26]([CH2:31][O:32][CH2:33][CH2:34][Si:35]([CH3:38])([CH3:37])[CH3:36])[C:25](=[O:39])[C:24]=2[CH3:40])=[C:19]([CH3:41])[CH:18]=1)(=[O:5])=[O:4].